Dataset: Full USPTO retrosynthesis dataset with 1.9M reactions from patents (1976-2016). Task: Predict the reactants needed to synthesize the given product. (1) Given the product [CH3:50][O:49][C:46]([C:2]1[CH:3]=[N:4][N:5]([C:27]2[CH:34]=[CH:33][C:30]([C:31]#[N:32])=[CH:29][CH:28]=2)[C:6]=1[C:7]1[C:8](=[O:26])[N:9]([CH3:25])[C:10](=[O:24])[N:11]([C:14]2[CH:19]=[CH:18][CH:17]=[C:16]([C:20]([F:23])([F:22])[F:21])[CH:15]=2)[C:12]=1[CH3:13])=[O:48], predict the reactants needed to synthesize it. The reactants are: Br[C:2]1[CH:3]=[N:4][N:5]([C:27]2[CH:34]=[CH:33][C:30]([C:31]#[N:32])=[CH:29][CH:28]=2)[C:6]=1[C:7]1[C:8](=[O:26])[N:9]([CH3:25])[C:10](=[O:24])[N:11]([C:14]2[CH:19]=[CH:18][CH:17]=[C:16]([C:20]([F:23])([F:22])[F:21])[CH:15]=2)[C:12]=1[CH3:13].C(N(CC)C(C)C)(C)C.CO.[C:46]([O:49][CH2:50]C)(=[O:48])C. (2) Given the product [O:13]1[CH2:18][CH2:17][CH:16]([NH:19][C:2]2[C:3]3[N:4]([CH:10]=[CH:11][CH:12]=3)[N:5]=[CH:6][C:7]=2[C:8]#[N:9])[CH2:15][CH2:14]1, predict the reactants needed to synthesize it. The reactants are: Cl[C:2]1[C:3]2[N:4]([CH:10]=[CH:11][CH:12]=2)[N:5]=[CH:6][C:7]=1[C:8]#[N:9].[O:13]1[CH2:18][CH2:17][CH:16]([NH2:19])[CH2:15][CH2:14]1.CCN(C(C)C)C(C)C.